Dataset: Peptide-MHC class II binding affinity with 134,281 pairs from IEDB. Task: Regression. Given a peptide amino acid sequence and an MHC pseudo amino acid sequence, predict their binding affinity value. This is MHC class II binding data. (1) The peptide sequence is NFFRMVISMPAAT. The MHC is DRB1_0401 with pseudo-sequence DRB1_0401. The binding affinity (normalized) is 0.770. (2) The peptide sequence is KTFEREYPTIKQKKP. The MHC is HLA-DQA10201-DQB10303 with pseudo-sequence HLA-DQA10201-DQB10303. The binding affinity (normalized) is 0. (3) The binding affinity (normalized) is 0. The MHC is HLA-DQA10601-DQB10402 with pseudo-sequence HLA-DQA10601-DQB10402. The peptide sequence is KKWRDVPYLTKRQDK. (4) The peptide sequence is NRASLMQLISTNVFG. The MHC is DRB1_1602 with pseudo-sequence DRB1_1602. The binding affinity (normalized) is 0.672. (5) The binding affinity (normalized) is 0.172. The MHC is HLA-DQA10501-DQB10301 with pseudo-sequence HLA-DQA10501-DQB10301. The peptide sequence is WFINWYLPISQLFYN.